This data is from Reaction yield outcomes from USPTO patents with 853,638 reactions. The task is: Predict the reaction yield, written as a fraction of the theoretical maximum amount of product (1.0 means a 100% yield; for example, 0.34 means a 34% yield). (1) The reactants are [NH2:1][C:2]1[C:7](Cl)=[C:6]([C:9]([O:11][CH3:12])=[O:10])[N:5]=[C:4]([C:13]2[CH:18]=[CH:17][C:16]([Cl:19])=[C:15]([N:20]([CH3:22])[CH3:21])[C:14]=2[F:23])[N:3]=1.[CH:24]1(B(O)O)[CH2:26][CH2:25]1.F[B-](F)(F)F.C1(P(C2CCCCC2)C2CCCCC2)CCCCC1.P([O-])([O-])([O-])=O.[K+].[K+].[K+]. The catalyst is C([O-])(=O)C.[Pd+2].C([O-])(=O)C.O.C1(C)C=CC=CC=1. The product is [NH2:1][C:2]1[C:7]([CH:24]2[CH2:26][CH2:25]2)=[C:6]([C:9]([O:11][CH3:12])=[O:10])[N:5]=[C:4]([C:13]2[CH:18]=[CH:17][C:16]([Cl:19])=[C:15]([N:20]([CH3:22])[CH3:21])[C:14]=2[F:23])[N:3]=1. The yield is 0.350. (2) The reactants are [BH-](OC(C)=O)(OC(C)=O)OC(C)=O.[Na+].[Cl:15][C:16]1[CH:17]=[C:18]2[C:23](=[CH:24][CH:25]=1)[C:22](=[O:26])[N:21]([C:27]1[CH:28]=[C:29]([CH:33]=O)[CH:30]=[N:31][CH:32]=1)[CH2:20][CH2:19]2.[NH2:35][C:36]1[CH:41]=[CH:40][CH:39]=[CH:38][CH:37]=1. The catalyst is CO. The product is [Cl:15][C:16]1[CH:17]=[C:18]2[C:23](=[CH:24][CH:25]=1)[C:22](=[O:26])[N:21]([C:27]1[CH:32]=[N:31][CH:30]=[C:29]([CH2:33][NH:35][C:36]3[CH:41]=[CH:40][CH:39]=[CH:38][CH:37]=3)[CH:28]=1)[CH2:20][CH2:19]2. The yield is 0.200. (3) The reactants are [Cl:1][C:2]1[CH:15]=[CH:14][C:5]([CH2:6][N:7]2[CH2:12][CH2:11][CH:10]([NH2:13])[CH2:9][CH2:8]2)=[CH:4][C:3]=1[O:16][CH2:17][CH3:18].[H-].[Na+].[Cl:21][C:22]1[N:27]=[C:26](Cl)[C:25]([CH3:29])=[CH:24][N:23]=1. The catalyst is CN(C=O)C. The product is [Cl:1][C:2]1[CH:15]=[CH:14][C:5]([CH2:6][N:7]2[CH2:12][CH2:11][CH:10]([NH:13][C:24]3[C:25]([CH3:29])=[CH:26][N:27]=[C:22]([Cl:21])[N:23]=3)[CH2:9][CH2:8]2)=[CH:4][C:3]=1[O:16][CH2:17][CH3:18]. The yield is 0.0800. (4) The reactants are O[CH2:2][C:3]1[CH:8]=[CH:7][N:6]=[C:5]([NH:9][C:10](=[O:12])[CH3:11])[CH:4]=1.C(N(CC)CC)C.CS(Cl)(=O)=O.[Br:25][C:26]1[CH:27]=[C:28]([CH:42]=[C:43]([CH3:45])[CH:44]=1)[C:29]([C:31]1[NH:36][C:35](=[O:37])[NH:34][C:33](=[O:38])[C:32]=1[CH:39]([CH3:41])[CH3:40])=[O:30].C(=O)([O-])[O-].[K+].[K+].[I-].[Li+]. The catalyst is C(Cl)(Cl)Cl.CN(C=O)C. The product is [Br:25][C:26]1[CH:27]=[C:28]([CH:42]=[C:43]([CH3:45])[CH:44]=1)[C:29]([C:31]1[N:36]([CH2:2][C:3]2[CH:8]=[CH:7][N:6]=[C:5]([NH:9][C:10](=[O:12])[CH3:11])[CH:4]=2)[C:35](=[O:37])[NH:34][C:33](=[O:38])[C:32]=1[CH:39]([CH3:40])[CH3:41])=[O:30]. The yield is 0.470. (5) The reactants are [O:1]1[CH:5]=[CH:4][CH:3]=[C:2]1[C:6]1[NH:14][C:13]([NH2:15])=[N:12][C:11]2[C:7]=1[N:8]=[CH:9][N:10]=2.[CH2:16]([N:20]=[C:21]=[O:22])[CH2:17][CH2:18][CH3:19]. The yield is 1.00. The catalyst is CN(C1C=CN=CC=1)C.CN(C=O)C. The product is [NH2:15][C:13]1[N:12]=[C:11]2[C:7]([N:8]=[CH:9][N:10]2[C:21]([NH:20][CH2:16][CH2:17][CH2:18][CH3:19])=[O:22])=[C:6]([C:2]2[O:1][CH:5]=[CH:4][CH:3]=2)[N:14]=1. (6) The reactants are [CH2:1]([O:3][C:4](=[O:12])[CH2:5][C:6](=[O:11])[C:7]([F:10])([F:9])[F:8])[CH3:2].FC(F)(F)C(=O)CC(O)=O.[CH:23](OCC)(OCC)[O:24][CH2:25][CH3:26].C(OC(=O)C)(=O)C. No catalyst specified. The product is [CH2:25]([O:24][CH:23]=[C:5]([C:6](=[O:11])[C:7]([F:10])([F:8])[F:9])[C:4]([O:3][CH2:1][CH3:2])=[O:12])[CH3:26]. The yield is 0.900. (7) The reactants are [O:1]1[C:5]2[CH:6]=[CH:7][C:8]([C:10]3([C:13]([NH:15][C:16]4[CH:17]=[C:18]([C:23]5[CH:28]=[CH:27][C:26]([CH2:29][NH:30][CH3:31])=[CH:25][CH:24]=5)[C:19]([CH3:22])=[CH:20][CH:21]=4)=[O:14])[CH2:12][CH2:11]3)=[CH:9][C:4]=2[O:3][CH2:2]1.[CH3:32][S:33](Cl)(=[O:35])=[O:34].CCN(CC)CC. The catalyst is CN(C)C=O. The product is [O:1]1[C:5]2[CH:6]=[CH:7][C:8]([C:10]3([C:13]([NH:15][C:16]4[CH:17]=[C:18]([C:23]5[CH:24]=[CH:25][C:26]([CH2:29][N:30]([CH3:31])[S:33]([CH3:32])(=[O:35])=[O:34])=[CH:27][CH:28]=5)[C:19]([CH3:22])=[CH:20][CH:21]=4)=[O:14])[CH2:11][CH2:12]3)=[CH:9][C:4]=2[O:3][CH2:2]1. The yield is 0.640. (8) The reactants are Cl[C:2]1[N:6]([CH3:7])[N:5]=[CH:4][C:3]=1[N+:8]([O-:10])=[O:9].CC1(C)C(C)(C)OB([C:19]2[CH2:24][CH2:23][N:22]([C:25]([O:27][C:28]([CH3:31])([CH3:30])[CH3:29])=[O:26])[CH2:21][CH:20]=2)O1. No catalyst specified. The product is [CH3:7][N:6]1[C:2]([C:19]2[CH2:24][CH2:23][N:22]([C:25]([O:27][C:28]([CH3:31])([CH3:30])[CH3:29])=[O:26])[CH2:21][CH:20]=2)=[C:3]([N+:8]([O-:10])=[O:9])[CH:4]=[N:5]1. The yield is 0.800. (9) The reactants are CCOC(/N=N/C(OCC)=O)=O.[F:13][C:14]1[CH:38]=[C:37]([N+:39]([O-:41])=[O:40])[CH:36]=[CH:35][C:15]=1[O:16][C:17]1[CH:22]=[CH:21][N:20]=[C:19]2[CH:23]=[C:24]([C:26]3[CH:31]=[CH:30][C:29]([OH:32])=[C:28]([O:33][CH3:34])[CH:27]=3)[S:25][C:18]=12.[O:42]1[CH2:47][CH2:46][N:45]([CH2:48][CH2:49]O)[CH2:44][CH2:43]1.C1(P(C2C=CC=CC=2)C2C=CC=CC=2)C=CC=CC=1. The catalyst is C1COCC1. The product is [F:13][C:14]1[CH:38]=[C:37]([N+:39]([O-:41])=[O:40])[CH:36]=[CH:35][C:15]=1[O:16][C:17]1[CH:22]=[CH:21][N:20]=[C:19]2[CH:23]=[C:24]([C:26]3[CH:31]=[CH:30][C:29]([O:32][CH2:49][CH2:48][N:45]4[CH2:46][CH2:47][O:42][CH2:43][CH2:44]4)=[C:28]([O:33][CH3:34])[CH:27]=3)[S:25][C:18]=12. The yield is 0.790.